This data is from Reaction yield outcomes from USPTO patents with 853,638 reactions. The task is: Predict the reaction yield, written as a fraction of the theoretical maximum amount of product (1.0 means a 100% yield; for example, 0.34 means a 34% yield). (1) The product is [CH3:38][C:31]1[C:30]2[C:35](=[CH:36][C:27]([NH:24][C:25](=[O:26])[O:23][CH2:22][C:19]3[CH:20]=[CH:21][C:16]([O:15][CH2:14][C:6]4[O:5][C:9]5[CH:10]=[CH:11][CH:12]=[CH:13][C:8]=5[CH:7]=4)=[CH:17][CH:18]=3)=[CH:28][CH:29]=2)[O:34][C:33](=[O:37])[CH:32]=1. The reactants are [O-]CC.[Na+].[O:5]1[C:9]2[CH:10]=[CH:11][CH:12]=[CH:13][C:8]=2[CH:7]=[C:6]1[CH2:14][O:15][C:16]1[CH:21]=[CH:20][C:19]([CH2:22][OH:23])=[CH:18][CH:17]=1.[N:24]([C:27]1[CH:36]=[C:35]2[C:30]([C:31]([CH3:38])=[CH:32][C:33](=[O:37])[O:34]2)=[CH:29][CH:28]=1)=[C:25]=[O:26]. The catalyst is CN(C=O)C. The yield is 0.0800. (2) The reactants are [N+:1]([C:4]1[N:9]=[CH:8][C:7]([C:10]2[CH2:15][CH2:14][N:13]([C:16]([O:18][C:19]([CH3:22])([CH3:21])[CH3:20])=[O:17])[CH2:12][CH:11]=2)=[CH:6][CH:5]=1)([O-])=O. The catalyst is CCO.C(OCC)(=O)C.[Pd]. The product is [NH2:1][C:4]1[N:9]=[CH:8][C:7]([CH:10]2[CH2:15][CH2:14][N:13]([C:16]([O:18][C:19]([CH3:22])([CH3:21])[CH3:20])=[O:17])[CH2:12][CH2:11]2)=[CH:6][CH:5]=1. The yield is 1.00. (3) The reactants are [OH:1][CH:2]1[CH2:5][N:4]([C:6]([C:8]2[CH:13]=[CH:12][CH:11]=[CH:10][CH:9]=2)=[O:7])[CH2:3]1.[CH3:14][S:15](Cl)(=[O:17])=[O:16].C(N(CC)CC)C. The catalyst is C1COCC1. The product is [CH3:14][S:15]([O:1][CH:2]1[CH2:3][N:4]([C:6](=[O:7])[C:8]2[CH:9]=[CH:10][CH:11]=[CH:12][CH:13]=2)[CH2:5]1)(=[O:17])=[O:16]. The yield is 0.660.